This data is from Full USPTO retrosynthesis dataset with 1.9M reactions from patents (1976-2016). The task is: Predict the reactants needed to synthesize the given product. (1) Given the product [F:16][C:9]1[CH:8]=[C:7]2[C:12]([N:13]=[C:14]([CH3:15])[C:5]3[N:6]2[C:2]([C:24]2[CH:23]=[CH:22][CH:21]=[C:20]([O:19][CH3:18])[CH:25]=2)=[N:3][C:4]=3[CH3:17])=[CH:11][CH:10]=1, predict the reactants needed to synthesize it. The reactants are: Br[C:2]1[N:6]2[C:7]3[C:12]([N:13]=[C:14]([CH3:15])[C:5]2=[C:4]([CH3:17])[N:3]=1)=[CH:11][CH:10]=[C:9]([F:16])[CH:8]=3.[CH3:18][O:19][C:20]1[CH:21]=[C:22](B(O)O)[CH:23]=[CH:24][CH:25]=1.C([O-])([O-])=O.[K+].[K+]. (2) Given the product [NH2:34][C:2]1[N:7]=[CH:6][C:5]([S:8]([N:11]2[CH2:16][CH2:15][N:14]([C:17]3[N:22]=[CH:21][C:20]([C:23]([OH:29])([CH3:28])[C:24]([F:27])([F:26])[F:25])=[CH:19][N:18]=3)[CH:13]([C:30]#[C:31][CH3:32])[CH2:12]2)(=[O:10])=[O:9])=[CH:4][CH:3]=1, predict the reactants needed to synthesize it. The reactants are: Cl[C:2]1[N:7]=[CH:6][C:5]([S:8]([N:11]2[CH2:16][CH2:15][N:14]([C:17]3[N:22]=[CH:21][C:20]([C:23]([OH:29])([CH3:28])[C:24]([F:27])([F:26])[F:25])=[CH:19][N:18]=3)[CH:13]([C:30]#[C:31][CH3:32])[CH2:12]2)(=[O:10])=[O:9])=[CH:4][CH:3]=1.[OH-].[NH4+:34]. (3) Given the product [C:1]([O:5][C:6]([N:8]1[CH2:13][CH2:12][C:11]([OH:14])([C:15]2[CH:20]=[CH:19][C:18]([C:37]3[N:42]=[CH:41][CH:40]=[CH:39][N:38]=3)=[CH:17][CH:16]=2)[CH2:10][CH2:9]1)=[O:7])([CH3:4])([CH3:3])[CH3:2], predict the reactants needed to synthesize it. The reactants are: [C:1]([O:5][C:6]([N:8]1[CH2:13][CH2:12][C:11]([C:15]2[CH:20]=[CH:19][C:18](Br)=[CH:17][CH:16]=2)([OH:14])[CH2:10][CH2:9]1)=[O:7])([CH3:4])([CH3:3])[CH3:2].C(Cl)Cl.C([O-])(=O)C.[K+].C(=O)([O-])[O-].[K+].[K+].Br[C:37]1[N:42]=[CH:41][CH:40]=[CH:39][N:38]=1. (4) Given the product [CH:12]1([NH:15][C:16]([C:18]2[CH:19]=[C:20]([F:39])[C:21]([CH3:38])=[C:22]([C:24]3[N+:29]([O-:9])=[CH:28][C:27]([C:30]([NH:32][C@@H:33]([CH3:37])[CH:34]([CH3:35])[CH3:36])=[O:31])=[CH:26][CH:25]=3)[CH:23]=2)=[O:17])[CH2:14][CH2:13]1, predict the reactants needed to synthesize it. The reactants are: C1C=C(Cl)C=C(C(OO)=[O:9])C=1.[CH:12]1([NH:15][C:16]([C:18]2[CH:19]=[C:20]([F:39])[C:21]([CH3:38])=[C:22]([C:24]3[N:29]=[CH:28][C:27]([C:30]([NH:32][C@@H:33]([CH3:37])[CH:34]([CH3:36])[CH3:35])=[O:31])=[CH:26][CH:25]=3)[CH:23]=2)=[O:17])[CH2:14][CH2:13]1. (5) Given the product [Cl:26][C:27]1[CH:33]=[CH:32][C:30]([NH:31][C:2]2[C:11]3[C:6](=[CH:7][CH:8]=[CH:9][CH:10]=3)[N:5]=[C:4]([C:12]3[CH:17]=[CH:16][CH:15]=[C:14]([CH3:18])[N:13]=3)[N:3]=2)=[CH:29][CH:28]=1, predict the reactants needed to synthesize it. The reactants are: Cl[C:2]1[C:11]2[C:6](=[CH:7][CH:8]=[CH:9][CH:10]=2)[N:5]=[C:4]([C:12]2[CH:17]=[CH:16][CH:15]=[C:14]([CH3:18])[N:13]=2)[N:3]=1.C(N(CC)CC)C.[Cl:26][C:27]1[CH:33]=[CH:32][C:30]([NH2:31])=[CH:29][CH:28]=1. (6) Given the product [C:22]1([CH2:21][O:28][C:30](=[O:31])[NH:1][C:2]2[CH:3]=[C:4]3[C:8](=[CH:9][CH:10]=2)[NH:7][CH:6]=[CH:5]3)[CH:23]=[CH:24][CH:25]=[CH:26][CH:27]=1, predict the reactants needed to synthesize it. The reactants are: [NH2:1][C:2]1[CH:3]=[C:4]2[C:8](=[CH:9][CH:10]=1)[NH:7][CH:6]=[CH:5]2.C(N(CC)CC)C.C([CH:21]([O:28]Cl)[C:22]1[CH:27]=[CH:26][CH:25]=[CH:24][CH:23]=1)(O)=O.[C:30]([O-])([O-])=[O:31].[Na+].[Na+]. (7) The reactants are: [Cl:1][C:2]1[CH:7]=[CH:6][CH:5]=[CH:4][C:3]=1[N:8]1[CH2:13][CH2:12][CH:11]([CH2:14][O:15][C:16]2[CH:23]=[CH:22][CH:21]=[C:20](F)[C:17]=2[C:18]#[N:19])[CH2:10][CH2:9]1.C(=O)(O)O.[NH2:29][C:30]([NH2:32])=[NH:31]. Given the product [Cl:1][C:2]1[CH:7]=[CH:6][CH:5]=[CH:4][C:3]=1[N:8]1[CH2:9][CH2:10][CH:11]([CH2:14][O:15][C:16]2[CH:23]=[CH:22][CH:21]=[C:20]3[C:17]=2[C:18]([NH2:19])=[N:31][C:30]([NH2:32])=[N:29]3)[CH2:12][CH2:13]1, predict the reactants needed to synthesize it. (8) Given the product [C:15]1([CH3:24])[CH:20]=[CH:19][CH:18]=[CH:17][C:16]=1[C:2]1[CH:3]=[N:4][CH:5]=[C:6]2[C:11]=1[N:10]=[C:9]([C:12]([NH2:14])=[O:13])[CH:8]=[CH:7]2, predict the reactants needed to synthesize it. The reactants are: Br[C:2]1[CH:3]=[N:4][CH:5]=[C:6]2[C:11]=1[N:10]=[C:9]([C:12]([NH2:14])=[O:13])[CH:8]=[CH:7]2.[C:15]1([CH3:24])[CH:20]=[CH:19][CH:18]=[CH:17][C:16]=1B(O)O.C(=O)([O-])[O-].[Cs+].[Cs+]. (9) Given the product [Cl:1][C:2]1[C:3]([N:30]([CH3:31])[CH3:32])=[CH:4][C:5]2[O:10][CH:9]([C:11]([N:13]3[CH2:14][CH2:15][C:16]([CH2:21][C:22]4[CH:23]=[CH:24][C:25]([F:28])=[CH:26][CH:27]=4)([C:19]#[N:20])[CH2:17][CH2:18]3)=[O:12])[CH2:8][N:7]([CH2:40][CH2:41][OH:42])[C:6]=2[CH:29]=1, predict the reactants needed to synthesize it. The reactants are: [Cl:1][C:2]1[C:3]([N:30]([CH3:32])[CH3:31])=[CH:4][C:5]2[O:10][CH:9]([C:11]([N:13]3[CH2:18][CH2:17][C:16]([CH2:21][C:22]4[CH:27]=[CH:26][C:25]([F:28])=[CH:24][CH:23]=4)([C:19]#[N:20])[CH2:15][CH2:14]3)=[O:12])[CH2:8][NH:7][C:6]=2[CH:29]=1.C([O-])([O-])=O.[K+].[K+].Br[CH2:40][CH2:41][OH:42]. (10) Given the product [C:27]([NH:31][C:32]([CH:34]1[CH2:35][CH2:36][N:37]([CH2:40][C:41]2[CH:46]=[CH:45][CH:44]=[C:43]([NH2:47])[C:42]=2[O:50][CH3:51])[CH2:38][CH2:39]1)=[O:33])([CH3:30])([CH3:29])[CH3:28], predict the reactants needed to synthesize it. The reactants are: COC1C([N+]([O-])=O)=CC=CC=1C=O.C(NC(C1CCNCC1)=O)(C)(C)C.[C:27]([NH:31][C:32]([CH:34]1[CH2:39][CH2:38][N:37]([CH2:40][C:41]2[CH:46]=[CH:45][CH:44]=[C:43]([N+:47]([O-])=O)[C:42]=2[O:50][CH3:51])[CH2:36][CH2:35]1)=[O:33])([CH3:30])([CH3:29])[CH3:28].